This data is from Reaction yield outcomes from USPTO patents with 853,638 reactions. The task is: Predict the reaction yield, written as a fraction of the theoretical maximum amount of product (1.0 means a 100% yield; for example, 0.34 means a 34% yield). (1) The reactants are [Br:1][C:2]1[CH:7]=[CH:6][C:5]([NH:8][C:9]2[C:10]([C:17]([OH:19])=O)=[CH:11][N:12]([CH3:16])[C:13](=[O:15])[CH:14]=2)=[C:4]([F:20])[CH:3]=1.CCN=C=NCCCN(C)C.C1C=CC2N(O)N=NC=2C=1.[CH:42]([O:44][CH2:45][CH2:46][O:47][NH2:48])=[CH2:43].CCN(CC)CC. The catalyst is CN(C=O)C.CCOC(C)=O. The product is [CH:42]([O:44][CH2:45][CH2:46][O:47][NH:48][C:17]([C:10]1[C:9]([NH:8][C:5]2[CH:6]=[CH:7][C:2]([Br:1])=[CH:3][C:4]=2[F:20])=[CH:14][C:13](=[O:15])[N:12]([CH3:16])[CH:11]=1)=[O:19])=[CH2:43]. The yield is 0.520. (2) The reactants are [CH3:1][C:2]1[N:7]=[CH:6][C:5]([OH:8])=[CH:4][CH:3]=1.Br[CH2:10][CH2:11][CH2:12][CH3:13].[OH-].[K+].CN(C)C=O. The catalyst is C(OCC)(=O)C. The product is [CH2:10]([O:8][C:5]1[CH:4]=[CH:3][C:2]([CH3:1])=[N:7][CH:6]=1)[CH2:11][CH2:12][CH3:13]. The yield is 0.660.